From a dataset of Catalyst prediction with 721,799 reactions and 888 catalyst types from USPTO. Predict which catalyst facilitates the given reaction. (1) Reactant: [CH3:1][S:2](Cl)(=[O:4])=[O:3].[CH:6]1([O:9][C:10]2[CH:15]=[CH:14][C:13]([O:16][C:17]([F:20])([F:19])[F:18])=[CH:12][C:11]=2[CH2:21][OH:22])[CH2:8][CH2:7]1.C(N(CC)CC)C.O. The catalyst class is: 4. Product: [CH3:1][S:2]([O:22][CH2:21][C:11]1[CH:12]=[C:13]([O:16][C:17]([F:19])([F:20])[F:18])[CH:14]=[CH:15][C:10]=1[O:9][CH:6]1[CH2:7][CH2:8]1)(=[O:4])=[O:3]. (2) Reactant: [C:1]([O:5][C:6]([NH:8][C:9]1[CH:18]=[CH:17][C:12]([C:13]([O:15][CH3:16])=[O:14])=[C:11]([OH:19])[CH:10]=1)=[O:7])([CH3:4])([CH3:3])[CH3:2].N1C=CC=CC=1.[C:26](OC(=O)C)(=[O:28])[CH3:27]. Product: [C:26]([O:19][C:11]1[CH:10]=[C:9]([NH:8][C:6]([O:5][C:1]([CH3:4])([CH3:2])[CH3:3])=[O:7])[CH:18]=[CH:17][C:12]=1[C:13]([O:15][CH3:16])=[O:14])(=[O:28])[CH3:27]. The catalyst class is: 23.